This data is from Reaction yield outcomes from USPTO patents with 853,638 reactions. The task is: Predict the reaction yield, written as a fraction of the theoretical maximum amount of product (1.0 means a 100% yield; for example, 0.34 means a 34% yield). (1) The reactants are [CH2:1]([C:3]1[CH:4]=[C:5]2[C:9](=[CH:10][CH:11]=1)[NH:8][CH2:7][CH2:6]2)[CH3:2].[N+:12]([O-])([O-:14])=[O:13].[K+].[OH-].[Na+]. The catalyst is OS(O)(=O)=O. The product is [CH2:1]([C:3]1[CH:4]=[C:5]2[C:9](=[CH:10][C:11]=1[N+:12]([O-:14])=[O:13])[NH:8][CH2:7][CH2:6]2)[CH3:2]. The yield is 0.580. (2) The reactants are [O:1]1[C:5]2[C:6]([C:10](O)=[O:11])=[CH:7][CH:8]=[CH:9][C:4]=2[CH2:3][CH2:2]1. The catalyst is C1COCC1. The product is [O:1]1[C:5]2[C:6]([CH2:10][OH:11])=[CH:7][CH:8]=[CH:9][C:4]=2[CH2:3][CH2:2]1. The yield is 0.770. (3) The reactants are O[CH2:2][CH2:3][CH2:4][N:5]1[C:9]2=[N:10][CH:11]=[CH:12][CH:13]=[C:8]2[C:7]([C:14]2[C:15](=[O:30])[NH:16][C:17](=[O:29])[C:18]=2[C:19]2[C:28]3[C:23](=[CH:24][CH:25]=[CH:26][CH:27]=3)[CH:22]=[CH:21][CH:20]=2)=[CH:6]1.[N:31]1[CH:36]=CC=C[CH:32]=1.CS(OS(C)(=O)=O)(=O)=O.CNC. The catalyst is C1COCC1. The product is [CH3:32][N:31]([CH3:36])[CH2:2][CH2:3][CH2:4][N:5]1[C:9]2=[N:10][CH:11]=[CH:12][CH:13]=[C:8]2[C:7]([C:14]2[C:15](=[O:30])[NH:16][C:17](=[O:29])[C:18]=2[C:19]2[C:28]3[C:23](=[CH:24][CH:25]=[CH:26][CH:27]=3)[CH:22]=[CH:21][CH:20]=2)=[CH:6]1. The yield is 0.220. (4) The reactants are [CH3:1][C:2]([O-:5])([CH3:4])[CH3:3].[K+].[CH:7]1([C:10](Cl)=[O:11])[CH2:9][CH2:8]1.C(=O)([O-])O.[Na+]. The catalyst is COC(C)(C)C. The product is [C:2]([O:5][C:10]([CH:7]1[CH2:9][CH2:8]1)=[O:11])([CH3:4])([CH3:3])[CH3:1]. The yield is 0.910.